Dataset: Forward reaction prediction with 1.9M reactions from USPTO patents (1976-2016). Task: Predict the product of the given reaction. (1) Given the reactants [C:1]([O:5][C:6]([NH:8][C@@H:9]([C@@H:13]([O:15][C:16]1[CH:21]=[C:20]([CH3:22])[CH:19]=[CH:18][C:17]=1[N+:23]([O-])=O)[CH3:14])[C:10]([OH:12])=[O:11])=[O:7])([CH3:4])([CH3:3])[CH3:2], predict the reaction product. The product is: [NH2:23][C:17]1[CH:18]=[CH:19][C:20]([CH3:22])=[CH:21][C:16]=1[O:15][C@@H:13]([CH3:14])[C@H:9]([NH:8][C:6]([O:5][C:1]([CH3:3])([CH3:4])[CH3:2])=[O:7])[C:10]([OH:12])=[O:11]. (2) Given the reactants [Br:1][C:2]1[CH:3]=[C:4]([O:19][CH3:20])[C:5]([Cl:18])=[C:6]([C:8]([C:10]2[CH:15]=[CH:14][C:13]([CH2:16][CH3:17])=[CH:12][CH:11]=2)=O)[CH:7]=1.C([SiH](CC)CC)C.B(F)(F)F.CCOCC, predict the reaction product. The product is: [CH2:16]([C:13]1[CH:14]=[CH:15][C:10]([CH2:8][C:6]2[CH:7]=[C:2]([Br:1])[CH:3]=[C:4]([O:19][CH3:20])[C:5]=2[Cl:18])=[CH:11][CH:12]=1)[CH3:17].